Dataset: Experimentally validated miRNA-target interactions with 360,000+ pairs, plus equal number of negative samples. Task: Binary Classification. Given a miRNA mature sequence and a target amino acid sequence, predict their likelihood of interaction. The miRNA is hsa-miR-186-5p with sequence CAAAGAAUUCUCCUUUUGGGCU. The protein sequence of the target gene is MAATRAGPRAREIFTSLEYGPVPESHACALAWLDTQDRCLGHYVNGKWLKPEHRNSVPCQDPITGENLASCLQAQAEDVAAAVEAARMAFKGWSAHPGVVRAQHLTRLAEVIQKHQRLLWTLESLVTGRAVREVRDGDVQLAQQLLHYHAIQASTQEEALAGWEPMGVIGLILPPTFSFLEMMWRICPALAVGCTVVALVPPASPAPLLLAQLAGELGPFPGILNVLSGPASLVPILASQPGIRKVAFCGAPEEGRALRRSLAGECAELGLALGTESLLLLTDTADVDSAVEGVVDAAWS.... Result: 1 (interaction).